The task is: Regression. Given a peptide amino acid sequence and an MHC pseudo amino acid sequence, predict their binding affinity value. This is MHC class II binding data.. This data is from Peptide-MHC class II binding affinity with 134,281 pairs from IEDB. (1) The peptide sequence is ELYYAIHKASTVLAF. The MHC is HLA-DQA10301-DQB10302 with pseudo-sequence HLA-DQA10301-DQB10302. The binding affinity (normalized) is 0.423. (2) The peptide sequence is TSLFQHMLDLRAGKS. The MHC is DRB1_0405 with pseudo-sequence DRB1_0405. The binding affinity (normalized) is 0.738. (3) The peptide sequence is EMLQNIFAIFRQDSS. The MHC is DRB1_0401 with pseudo-sequence DRB1_0401. The binding affinity (normalized) is 0.397. (4) The peptide sequence is SSYAATEVANAAAGQ. The MHC is HLA-DQA10102-DQB10602 with pseudo-sequence HLA-DQA10102-DQB10602. The binding affinity (normalized) is 0.302. (5) The peptide sequence is PRARYGLVHVANNNY. The MHC is DRB1_0802 with pseudo-sequence DRB1_0802. The binding affinity (normalized) is 0.627.